From a dataset of Full USPTO retrosynthesis dataset with 1.9M reactions from patents (1976-2016). Predict the reactants needed to synthesize the given product. The reactants are: [CH2:1]([CH:3]1[O:5][CH2:4]1)Cl.[OH:6][C:7]1[CH:16]=[CH:15][C:14]2[C:9](=[CH:10][CH:11]=[CH:12][CH:13]=2)[C:8]=1[CH:17]=[O:18]. Given the product [CH2:1]([O:6][C:7]1[CH:16]=[CH:15][C:14]2[C:9](=[CH:10][CH:11]=[CH:12][CH:13]=2)[C:8]=1[CH:17]=[O:18])[CH:3]1[O:5][CH2:4]1, predict the reactants needed to synthesize it.